From a dataset of Catalyst prediction with 721,799 reactions and 888 catalyst types from USPTO. Predict which catalyst facilitates the given reaction. (1) Reactant: [H-].[Na+].CN(C=O)C.[S:8]1[CH:12]=[CH:11][C:10]2[C:13]([N:17]3[CH2:22][CH2:21][N:20]([CH2:23][CH2:24][CH2:25][OH:26])[CH2:19][CH2:18]3)=[CH:14][CH:15]=[CH:16][C:9]1=2.[CH3:27][NH:28][C:29]([C:31]1[N:32]=[C:33]([Cl:36])[S:34][CH:35]=1)=[O:30]. Product: [ClH:36].[CH3:27][NH:28][C:29]([C:31]1[N:32]=[C:33]([O:26][CH2:25][CH2:24][CH2:23][N:20]2[CH2:19][CH2:18][N:17]([C:13]3[C:10]4[CH:11]=[CH:12][S:8][C:9]=4[CH:16]=[CH:15][CH:14]=3)[CH2:22][CH2:21]2)[S:34][CH:35]=1)=[O:30]. The catalyst class is: 6. (2) Reactant: [Br:1][C:2]1[CH:11]=[C:10]2[C:5]([C:6](OS(C(F)(F)F)(=O)=O)=[CH:7][C:8](=[O:12])[O:9]2)=[CH:4][CH:3]=1.C([Sn](CCCC)(CCCC)[C:26]([O:28][CH2:29][CH3:30])=[CH2:27])CCC.[Li+].[Cl-]. Product: [Br:1][C:2]1[CH:11]=[C:10]2[C:5]([C:6]([C:26]([O:28][CH2:29][CH3:30])=[CH2:27])=[CH:7][C:8](=[O:12])[O:9]2)=[CH:4][CH:3]=1. The catalyst class is: 77. (3) Reactant: [C:1]([O:4][CH2:5][C:6](=[O:34])[NH:7][NH:8][C:9](=O)[C:10]1[CH:15]=[CH:14][C:13]([N:16]2[CH2:21][CH2:20][CH:19]([O:22][C:23]3[CH:28]=[CH:27][CH:26]=[CH:25][C:24]=3[C:29]([F:32])([F:31])[F:30])[CH2:18][CH2:17]2)=[CH:12][CH:11]=1)(=[O:3])[CH3:2].CC[N+](S(N=C(OC)[O-])(=O)=O)(CC)CC. Product: [C:1]([O:4][CH2:5][C:6]1[O:34][C:9]([C:10]2[CH:15]=[CH:14][C:13]([N:16]3[CH2:21][CH2:20][CH:19]([O:22][C:23]4[CH:28]=[CH:27][CH:26]=[CH:25][C:24]=4[C:29]([F:30])([F:31])[F:32])[CH2:18][CH2:17]3)=[CH:12][CH:11]=2)=[N:8][N:7]=1)(=[O:3])[CH3:2]. The catalyst class is: 7.